Dataset: M1 muscarinic receptor antagonist screen with 61,756 compounds. Task: Binary Classification. Given a drug SMILES string, predict its activity (active/inactive) in a high-throughput screening assay against a specified biological target. (1) The molecule is S(=O)(=O)(N1CCC(CC1)C(OCc1sc2c(n1)cccc2)=O)c1sccc1. The result is 0 (inactive). (2) The molecule is O=c1[nH]c(c([nH]1)c1ccccc1)c1ccccc1. The result is 0 (inactive). (3) The drug is S(c1nc(nc(SC)c1C(=O)C)c1ccccc1)C. The result is 0 (inactive). (4) The compound is s1cc(nc1NC(=O)c1sccc1)C(C)(C)C. The result is 0 (inactive). (5) The compound is S(c1n(c(=O)c2c(n1)cccc2)c1ccccc1)CC#N. The result is 0 (inactive). (6) The molecule is S(CC(=O)N1CCN(CC1)c1c(F)cccc1)c1n(c(nn1)c1c(occ1)C)C. The result is 0 (inactive). (7) The drug is O=C1N(C2CCCCC2)Cc2c1c(ccc2)C(O)=O. The result is 0 (inactive).